The task is: Binary Classification. Given a miRNA mature sequence and a target amino acid sequence, predict their likelihood of interaction.. This data is from Experimentally validated miRNA-target interactions with 360,000+ pairs, plus equal number of negative samples. (1) The miRNA is cel-miR-70-3p with sequence UAAUACGUCGUUGGUGUUUCCAU. The protein sequence of the target gene is MHHQQRMAALGTDKELSDLLDFSAMFSPPVSSGKNGPTSLASGHFTGSNVEDRSSSGSWGNGGHPSPSRNYGDGTPYDHMTSRDLGSHDNLSPPFVNSRIQSKTERGSYSSYGRESNLQGCHQQSLLGGDMDMGNPGTLSPTKPGSQYYQYSSNNPRRRPLHSSAMEVQTKKVRKVPPGLPSSVYAPSASTADYNRDSPGYPSSKPATSTFPSSFFMQDGHHSSDPWSSSSGMNQPGYAGMLGNSSHIPQSSSYCSLHPHERLSYPSHSSADINSSLPPMSTFHRSGTNHYSTSSCTPPA.... Result: 0 (no interaction). (2) The miRNA is hsa-miR-520h with sequence ACAAAGUGCUUCCCUUUAGAGU. The protein sequence of the target gene is MMFSGFNADYEASSSRCSSASPAGDSLSYYHSPADSFSSMGSPVNTQDFCADLSVSSANFIPTVTAISTSPDLQWLVQPTLVSSVAPSQTRAPHPYGLPTQSAGAYARAGMVKTVSGGRAQSIGRRGKVEQLSPEEEEKRRIRRERNKMAAAKCRNRRRELTDTLQAETDQLEDEKSALQTEIANLLKEKEKLEFILAAHRPACKIPDDLGFPEEMSVASLDLTGGLPEASTPESEEAFTLPLLNDPEPKPSLEPVKSISNVELKAEPFDDFLFPASSRPSGSETSRSVPDVDLSGSFYA.... Result: 0 (no interaction).